This data is from HIV replication inhibition screening data with 41,000+ compounds from the AIDS Antiviral Screen. The task is: Binary Classification. Given a drug SMILES string, predict its activity (active/inactive) in a high-throughput screening assay against a specified biological target. (1) The molecule is Cc1cn(C2CC(O)C(CO)(C(F)(F)F)O2)c(=O)[nH]c1=O. The result is 0 (inactive). (2) The molecule is O=C(NNC(=O)c1ccccc1O)c1ccccc1O. The result is 0 (inactive). (3) The molecule is CC(=NNC(=S)N1CCCCCC1)c1ccccc1O. The result is 0 (inactive). (4) The drug is COC1=CC23C=CC1C(c1ccccc1)C2=C(C)C(=O)N3C(=O)NC1CCCCC1. The result is 0 (inactive). (5) The molecule is COc1cc2c3c(c1)nnn3C(=O)C(c1ccccc1)S2. The result is 0 (inactive). (6) The result is 1 (active). The compound is CC12CCC3(CC1C(=O)CCC2OCc1ccccc1)OCCO3. (7) The drug is CC(C)Nc1n[nH]c(=O)n1C(C)C. The result is 0 (inactive). (8) The drug is Cc1ccccc1[PH](Cc1ccccc1)(c1ccccc1C)c1ccccc1C. The result is 0 (inactive). (9) The drug is Brc1ccc(C=NC23CC4CC(CC(C4)C2)C3)cc1. The result is 0 (inactive). (10) The molecule is CCOC(=O)c1nnsc1NN=C(C)C. The result is 0 (inactive).